From a dataset of Catalyst prediction with 721,799 reactions and 888 catalyst types from USPTO. Predict which catalyst facilitates the given reaction. Reactant: Br[C:2]1[CH:3]=[C:4]2[C:9](=[CH:10][CH:11]=1)[C:8](=[O:12])[NH:7][N:6]=[C:5]2[Cl:13].[N:14]1([CH2:20][CH2:21][O:22][C:23]2[CH:30]=[CH:29][CH:28]=[CH:27][C:24]=2[CH2:25][NH2:26])[CH2:19][CH2:18][O:17][CH2:16][CH2:15]1.C1C=CC(P(C2C(C3C(P(C4C=CC=CC=4)C4C=CC=CC=4)=CC=C4C=3C=CC=C4)=C3C(C=CC=C3)=CC=2)C2C=CC=CC=2)=CC=1.CC([O-])(C)C.[Na+]. Product: [Cl:13][C:5]1[C:4]2[C:9](=[CH:10][CH:11]=[C:2]([NH:26][CH2:25][C:24]3[CH:27]=[CH:28][CH:29]=[CH:30][C:23]=3[O:22][CH2:21][CH2:20][N:14]3[CH2:19][CH2:18][O:17][CH2:16][CH2:15]3)[CH:3]=2)[C:8](=[O:12])[NH:7][N:6]=1. The catalyst class is: 686.